From a dataset of Reaction yield outcomes from USPTO patents with 853,638 reactions. Predict the reaction yield, written as a fraction of the theoretical maximum amount of product (1.0 means a 100% yield; for example, 0.34 means a 34% yield). (1) The reactants are [C:1]([C:3]1[CH:8]=[CH:7][C:6]([O:9][CH3:10])=[CH:5][C:4]=1[CH2:11][C:12]([OH:14])=O)#[N:2].O=S(Cl)[Cl:17]. The catalyst is ClCCl. The product is [Cl:17][C:1]1[C:3]2[C:4](=[CH:5][C:6]([O:9][CH3:10])=[CH:7][CH:8]=2)[CH:11]=[C:12]([OH:14])[N:2]=1. The yield is 0.700. (2) The reactants are [CH3:1][N:2]1[C:6](B(O)O)=[CH:5][CH:4]=[N:3]1.Cl[C:11]1[N:16]=[N:15][C:14]([N:17]2[CH2:22][CH2:21][CH:20]([N:23]([CH3:31])[C:24](=[O:30])[O:25][C:26]([CH3:29])([CH3:28])[CH3:27])[CH2:19][CH2:18]2)=[C:13]([CH3:32])[C:12]=1[CH3:33].COCCOC. The catalyst is C1(P(C2C=CC=CC=2)C2C=CC=CC=2)C=CC=CC=1.C1(P(C2C=CC=CC=2)C2C=CC=CC=2)C=CC=CC=1.C1(P(C2C=CC=CC=2)C2C=CC=CC=2)C=CC=CC=1.C1(P(C2C=CC=CC=2)C2C=CC=CC=2)C=CC=CC=1.[Pd]. The product is [CH3:32][C:13]1[C:12]([CH3:33])=[C:11]([C:6]2[N:2]([CH3:1])[N:3]=[CH:4][CH:5]=2)[N:16]=[N:15][C:14]=1[N:17]1[CH2:22][CH2:21][CH:20]([N:23]([CH3:31])[C:24](=[O:30])[O:25][C:26]([CH3:27])([CH3:28])[CH3:29])[CH2:19][CH2:18]1. The yield is 0.768. (3) The reactants are [CH3:1][O:2][C:3]1[CH:12]=[C:11]([O:13][CH3:14])[CH:10]=[C:9]2[C:4]=1[C:5](=[O:27])[NH:6][C:7]([C:15]1[CH:20]=[CH:19][C:18]([CH:21]3[CH2:26][CH2:25][NH:24][CH2:23][CH2:22]3)=[CH:17][CH:16]=1)=[N:8]2.CCN(CC)CC.[C:35](Cl)(=[O:37])[CH3:36]. The catalyst is C(Cl)Cl. The product is [C:35]([N:24]1[CH2:25][CH2:26][CH:21]([C:18]2[CH:17]=[CH:16][C:15]([C:7]3[NH:6][C:5](=[O:27])[C:4]4[C:9](=[CH:10][C:11]([O:13][CH3:14])=[CH:12][C:3]=4[O:2][CH3:1])[N:8]=3)=[CH:20][CH:19]=2)[CH2:22][CH2:23]1)(=[O:37])[CH3:36]. The yield is 0.300. (4) The reactants are [NH:1]1[C:9]2[C:4](=[CH:5][CH:6]=[CH:7][N+:8]=2[O-])[CH:3]=[C:2]1[C:11]([O:13][CH2:14][CH3:15])=[O:12].C[Si](C)(C)N[Si](C)(C)C.[Cl:25]C(OC)=O. The catalyst is C1COCC1. The product is [Cl:25][C:7]1[N:8]=[C:9]2[C:4]([CH:3]=[C:2]([C:11]([O:13][CH2:14][CH3:15])=[O:12])[NH:1]2)=[CH:5][CH:6]=1. The yield is 0.260. (5) The yield is 0.470. The reactants are [F:1][C:2]1([F:17])[CH2:7][CH2:6][C:5]([N:11]2[CH:15]=[C:14]([CH3:16])[N:13]=[CH:12]2)([C:8]([NH2:10])=O)[CH2:4][CH2:3]1.C1COCC1.[AlH4-].[Li+]. The product is [F:17][C:2]1([F:1])[CH2:3][CH2:4][C:5]([CH2:8][NH2:10])([N:11]2[CH:15]=[C:14]([CH3:16])[N:13]=[CH:12]2)[CH2:6][CH2:7]1. No catalyst specified. (6) The reactants are Br[C:2]1[C:3](=[O:26])[N:4]([CH2:18][C:19]2[CH:24]=[CH:23][CH:22]=[C:21]([F:25])[CH:20]=2)[CH:5]=[CH:6][C:7]=1OCC1C=CC(F)=CC=1F.[C:27]([O-])([O-])=O.[K+].[K+].C([O-])([O-])=O.[Cs+].[Cs+].CB1OB(C)OB(C)O1. The catalyst is O1CCOCC1.C1C=CC([P]([Pd]([P](C2C=CC=CC=2)(C2C=CC=CC=2)C2C=CC=CC=2)([P](C2C=CC=CC=2)(C2C=CC=CC=2)C2C=CC=CC=2)[P](C2C=CC=CC=2)(C2C=CC=CC=2)C2C=CC=CC=2)(C2C=CC=CC=2)C2C=CC=CC=2)=CC=1. The product is [F:25][C:21]1[CH:20]=[C:19]([CH:24]=[CH:23][CH:22]=1)[CH2:18][N:4]1[CH:5]=[CH:6][CH:7]=[C:2]([CH3:27])[C:3]1=[O:26]. The yield is 0.790. (7) The reactants are [CH3:1][C:2]1[C:6]2[C:7](=[O:19])[N:8]([CH2:11][CH2:12][N:13]3[CH2:18][CH2:17][CH2:16][CH2:15][CH2:14]3)[CH2:9][CH2:10][C:5]=2[NH:4][C:3]=1[CH:20]=O.[F:22][C:23]1[CH:24]=[C:25]2[C:29](=[CH:30][C:31]=1[NH:32][C:33](=[O:37])[CH2:34][O:35]C)[NH:28][C:27](=[O:38])[CH2:26]2. No catalyst specified. The product is [F:22][C:23]1[CH:24]=[C:25]2[C:29](=[CH:30][C:31]=1[NH:32][C:33](=[O:37])[CH2:34][OH:35])[NH:28][C:27](=[O:38])[C:26]2=[CH:20][C:3]1[NH:4][C:5]2[CH2:10][CH2:9][N:8]([CH2:11][CH2:12][N:13]3[CH2:14][CH2:15][CH2:16][CH2:17][CH2:18]3)[C:7](=[O:19])[C:6]=2[C:2]=1[CH3:1]. The yield is 0.527. (8) The reactants are [C:1]([O:5][C:6]([N:8]([CH3:14])[CH2:9][CH2:10][C:11]([OH:13])=[O:12])=[O:7])([CH3:4])([CH3:3])[CH3:2].CO.[CH3:17]CN=C=NCCCN(C)C. The catalyst is C(Cl)Cl.CN(C1C=CN=CC=1)C. The product is [C:1]([O:5][C:6]([N:8]([CH3:14])[CH2:9][CH2:10][C:11]([O:13][CH3:17])=[O:12])=[O:7])([CH3:4])([CH3:3])[CH3:2]. The yield is 0.980.